From a dataset of Peptide-MHC class I binding affinity with 185,985 pairs from IEDB/IMGT. Regression. Given a peptide amino acid sequence and an MHC pseudo amino acid sequence, predict their binding affinity value. This is MHC class I binding data. (1) The peptide sequence is THEGVVCAL. The MHC is HLA-A11:01 with pseudo-sequence HLA-A11:01. The binding affinity (normalized) is 0.213. (2) The peptide sequence is TAPIPSSMITT. The MHC is Mamu-A01 with pseudo-sequence Mamu-A01. The binding affinity (normalized) is 0.319. (3) The peptide sequence is HPRVSSEVHI. The MHC is HLA-A23:01 with pseudo-sequence HLA-A23:01. The binding affinity (normalized) is 0. (4) The binding affinity (normalized) is 0.158. The peptide sequence is IVAQGIAAL. The MHC is HLA-B46:01 with pseudo-sequence HLA-B46:01. (5) The peptide sequence is MTDVDLNYY. The MHC is HLA-B83:01 with pseudo-sequence HLA-B83:01. The binding affinity (normalized) is 0.213. (6) The peptide sequence is YKICLSGDGW. The MHC is Mamu-B17 with pseudo-sequence Mamu-B17. The binding affinity (normalized) is 0.569.